From a dataset of Catalyst prediction with 721,799 reactions and 888 catalyst types from USPTO. Predict which catalyst facilitates the given reaction. Reactant: C[O:2][C:3](=[O:34])[CH2:4][N:5]1[C:13]2[C:8](=[CH:9][C:10]([I:14])=[CH:11][CH:12]=2)[C:7](=[N:15][NH:16][C:17](=[O:32])[C:18]2[CH:23]=[CH:22][C:21]([NH:24][C:25](=[O:31])[CH2:26][CH2:27][CH2:28][CH2:29][CH3:30])=[CH:20][CH:19]=2)[C:6]1=[O:33].[OH-].[Na+]. Product: [C:25]([NH:24][C:21]1[CH:22]=[CH:23][C:18]([C:17]([NH:16][N:15]=[C:7]2[C:8]3[C:13](=[CH:12][CH:11]=[C:10]([I:14])[CH:9]=3)[N:5]([CH2:4][C:3]([OH:34])=[O:2])[C:6]2=[O:33])=[O:32])=[CH:19][CH:20]=1)(=[O:31])[CH2:26][CH2:27][CH2:28][CH2:29][CH3:30]. The catalyst class is: 1.